Dataset: Forward reaction prediction with 1.9M reactions from USPTO patents (1976-2016). Task: Predict the product of the given reaction. (1) Given the reactants [Cl:1][C:2]1[CH:3]=[CH:4][C:5]([O:11][CH3:12])=[C:6]([CH:10]=1)[C:7]([OH:9])=O.[C:13]([C:17]1[S:21][C:20](=[NH:22])[N:19]([CH2:23][CH2:24][NH:25][C:26](=[O:32])[O:27][C:28]([CH3:31])([CH3:30])[CH3:29])[CH:18]=1)([CH3:16])([CH3:15])[CH3:14].N, predict the reaction product. The product is: [C:13]([C:17]1[S:21]/[C:20](=[N:22]\[C:7](=[O:9])[C:6]2[CH:10]=[C:2]([Cl:1])[CH:3]=[CH:4][C:5]=2[O:11][CH3:12])/[N:19]([CH2:23][CH2:24][NH:25][C:26](=[O:32])[O:27][C:28]([CH3:31])([CH3:30])[CH3:29])[CH:18]=1)([CH3:16])([CH3:14])[CH3:15]. (2) Given the reactants [F:1][C:2]([F:15])([F:14])[C:3]([C:5]1[C:13]2[C:8](=[CH:9][CH:10]=[CH:11][CH:12]=2)[NH:7][CH:6]=1)=[O:4].[CH2:16]=[O:17], predict the reaction product. The product is: [F:15][C:2]([F:1])([F:14])[C:3]([C:5]1[C:13]2[C:8](=[CH:9][CH:10]=[CH:11][CH:12]=2)[N:7]([CH2:16][OH:17])[CH:6]=1)=[O:4].